This data is from Full USPTO retrosynthesis dataset with 1.9M reactions from patents (1976-2016). The task is: Predict the reactants needed to synthesize the given product. (1) Given the product [C:1]([C:3]1([C:4]([O:6][CH2:7][CH3:8])=[O:5])[CH2:14][CH2:13][CH2:12][CH2:11][CH2:10]1)#[N:2], predict the reactants needed to synthesize it. The reactants are: [C:1]([CH2:3][C:4]([O:6][CH2:7][CH3:8])=[O:5])#[N:2].Br[CH2:10][CH2:11][CH2:12][CH2:13][CH2:14]Br.C(=O)([O-])[O-].[K+].[K+].O. (2) Given the product [CH2:8]([C:7]1[CH:6]=[CH:5][N:4]=[CH:3][C:2]=1[B:16]([OH:21])[OH:17])[CH2:9][CH3:10], predict the reactants needed to synthesize it. The reactants are: Br[C:2]1[CH:3]=[N:4][CH:5]=[CH:6][C:7]=1[CH2:8][CH2:9][CH3:10].C([Li])CCC.[B:16](OC(C)C)([O:21]C(C)C)[O:17]C(C)C.Cl. (3) Given the product [CH3:29][C:24]1([CH3:30])[C:25]([CH3:28])([CH3:27])[O:26][B:22]([C:2]2[CH:7]=[CH:6][C:5]([NH:8][C:9]3[C:13]4[CH:14]=[CH:15][C:16]([C:18]([F:21])([F:20])[F:19])=[CH:17][C:12]=4[O:11][N:10]=3)=[CH:4][CH:3]=2)[O:23]1, predict the reactants needed to synthesize it. The reactants are: Br[C:2]1[CH:7]=[CH:6][C:5]([NH:8][C:9]2[C:13]3[CH:14]=[CH:15][C:16]([C:18]([F:21])([F:20])[F:19])=[CH:17][C:12]=3[O:11][N:10]=2)=[CH:4][CH:3]=1.[B:22]1([B:22]2[O:26][C:25]([CH3:28])([CH3:27])[C:24]([CH3:30])([CH3:29])[O:23]2)[O:26][C:25]([CH3:28])([CH3:27])[C:24]([CH3:30])([CH3:29])[O:23]1.ClCCl.C([O-])(=O)C.[K+]. (4) Given the product [CH3:22][C:9]([NH:8][C:6](=[O:7])[O:5][C:1]([CH3:3])([CH3:4])[CH3:2])([CH2:13][O:14][Si:15]([CH3:17])([CH3:16])[C:18]([CH3:20])([CH3:21])[CH3:19])[C:10](=[O:12])[NH:50][C@@H:51]([C:52]([N:54]1[CH2:71][CH2:70][CH2:69][C:56]2([C:60](=[O:61])[N:59]([CH3:62])[CH2:58][CH:57]2[C:63]2[CH:68]=[CH:67][CH:66]=[CH:65][CH:64]=2)[CH2:55]1)=[O:53])[CH2:72][O:73][CH2:74][C:75]1[CH:80]=[CH:79][CH:78]=[CH:77][CH:76]=1, predict the reactants needed to synthesize it. The reactants are: [C:1]([O:5][C:6]([NH:8][C:9]([CH3:22])([CH2:13][O:14][Si:15]([C:18]([CH3:21])([CH3:20])[CH3:19])([CH3:17])[CH3:16])[C:10]([OH:12])=O)=[O:7])([CH3:4])([CH3:3])[CH3:2].CCN(C(C)C)C(C)C.C(P1(=O)OP(CCC)(=O)OP(CCC)(=O)O1)CC.[NH2:50][C@H:51]([CH2:72][O:73][CH2:74][C:75]1[CH:80]=[CH:79][CH:78]=[CH:77][CH:76]=1)[C:52]([N:54]1[CH2:71][CH2:70][CH2:69][C:56]2([C:60](=[O:61])[N:59]([CH3:62])[CH2:58][CH:57]2[C:63]2[CH:68]=[CH:67][CH:66]=[CH:65][CH:64]=2)[CH2:55]1)=[O:53]. (5) Given the product [ClH:23].[ClH:23].[CH3:21][C:19]1[C:18]([NH2:22])=[N:17][CH:16]=[C:15]([NH:14][CH:11]2[CH2:12][CH2:13][NH:8][CH2:9][CH2:10]2)[CH:20]=1, predict the reactants needed to synthesize it. The reactants are: C(OC([N:8]1[CH2:13][CH2:12][CH:11]([NH:14][C:15]2[CH:16]=[N:17][C:18]([NH2:22])=[C:19]([CH3:21])[CH:20]=2)[CH2:10][CH2:9]1)=O)(C)(C)C.[ClH:23]. (6) The reactants are: [CH3:1][O:2][CH2:3][CH2:4][CH2:5][O:6][C:7]1[CH:8]=[C:9]([CH:12]=[CH:13][CH:14]=1)[CH:10]=[O:11].[C:15](#[N:17])[CH3:16]. Given the product [OH:11][CH:10]([C:9]1[CH:12]=[CH:13][CH:14]=[C:7]([O:6][CH2:5][CH2:4][CH2:3][O:2][CH3:1])[CH:8]=1)[CH2:16][C:15]#[N:17], predict the reactants needed to synthesize it. (7) Given the product [ClH:1].[Cl:1][C:2]1[CH:15]=[CH:14][C:13]2[S:12][C:11]3[C:6](=[CH:7][CH:8]=[CH:9][CH:10]=3)[N:5]([CH2:16][CH2:17][CH2:18][CH2:19][NH2:20])[C:4]=2[CH:3]=1, predict the reactants needed to synthesize it. The reactants are: [Cl:1][C:2]1[CH:15]=[CH:14][C:13]2[S:12][C:11]3[C:6](=[CH:7][CH:8]=[CH:9][CH:10]=3)[N:5]([CH2:16][CH2:17][CH2:18][CH2:19][N:20]3C(=O)C4C(=CC=CC=4)C3=O)[C:4]=2[CH:3]=1.O.NN.